This data is from Peptide-MHC class I binding affinity with 185,985 pairs from IEDB/IMGT. The task is: Regression. Given a peptide amino acid sequence and an MHC pseudo amino acid sequence, predict their binding affinity value. This is MHC class I binding data. (1) The peptide sequence is SYLTVHQMI. The MHC is HLA-C04:01 with pseudo-sequence HLA-C04:01. The binding affinity (normalized) is 0.0847. (2) The peptide sequence is YQAFRTKVH. The MHC is HLA-B07:02 with pseudo-sequence HLA-B07:02. The binding affinity (normalized) is 0.0847. (3) The peptide sequence is SFVTDLEKY. The MHC is HLA-A23:01 with pseudo-sequence HLA-A23:01. The binding affinity (normalized) is 0.0847. (4) The peptide sequence is YIIRVTTEL. The MHC is HLA-B53:01 with pseudo-sequence HLA-B53:01. The binding affinity (normalized) is 0.0286.